From a dataset of NCI-60 drug combinations with 297,098 pairs across 59 cell lines. Regression. Given two drug SMILES strings and cell line genomic features, predict the synergy score measuring deviation from expected non-interaction effect. (1) Drug 1: C1=CC=C(C(=C1)C(C2=CC=C(C=C2)Cl)C(Cl)Cl)Cl. Drug 2: C1CN(P(=O)(OC1)NCCCl)CCCl. Cell line: SF-268. Synergy scores: CSS=1.67, Synergy_ZIP=-0.376, Synergy_Bliss=-1.28, Synergy_Loewe=-1.78, Synergy_HSA=-1.78. (2) Synergy scores: CSS=44.8, Synergy_ZIP=12.9, Synergy_Bliss=15.8, Synergy_Loewe=-38.4, Synergy_HSA=13.6. Cell line: HS 578T. Drug 2: CCC1(CC2CC(C3=C(CCN(C2)C1)C4=CC=CC=C4N3)(C5=C(C=C6C(=C5)C78CCN9C7C(C=CC9)(C(C(C8N6C)(C(=O)OC)O)OC(=O)C)CC)OC)C(=O)OC)O.OS(=O)(=O)O. Drug 1: CC1=C(C=C(C=C1)NC2=NC=CC(=N2)N(C)C3=CC4=NN(C(=C4C=C3)C)C)S(=O)(=O)N.Cl. (3) Drug 1: CN1CCC(CC1)COC2=C(C=C3C(=C2)N=CN=C3NC4=C(C=C(C=C4)Br)F)OC. Drug 2: COCCOC1=C(C=C2C(=C1)C(=NC=N2)NC3=CC=CC(=C3)C#C)OCCOC.Cl. Synergy scores: CSS=-1.75, Synergy_ZIP=1.03, Synergy_Bliss=3.03, Synergy_Loewe=-0.0156, Synergy_HSA=0.414. Cell line: BT-549. (4) Drug 1: CN1CCC(CC1)COC2=C(C=C3C(=C2)N=CN=C3NC4=C(C=C(C=C4)Br)F)OC. Drug 2: C1=CC(=CC=C1CC(C(=O)O)N)N(CCCl)CCCl.Cl. Cell line: HCC-2998. Synergy scores: CSS=17.8, Synergy_ZIP=0.837, Synergy_Bliss=8.23, Synergy_Loewe=4.23, Synergy_HSA=5.62. (5) Drug 1: COC1=C(C=C2C(=C1)N=CN=C2NC3=CC(=C(C=C3)F)Cl)OCCCN4CCOCC4. Drug 2: CCC1=CC2CC(C3=C(CN(C2)C1)C4=CC=CC=C4N3)(C5=C(C=C6C(=C5)C78CCN9C7C(C=CC9)(C(C(C8N6C)(C(=O)OC)O)OC(=O)C)CC)OC)C(=O)OC.C(C(C(=O)O)O)(C(=O)O)O. Cell line: A549. Synergy scores: CSS=58.4, Synergy_ZIP=1.70, Synergy_Bliss=0.480, Synergy_Loewe=3.59, Synergy_HSA=4.30. (6) Drug 1: C1=NC2=C(N1)C(=S)N=C(N2)N. Drug 2: CC(C)NC(=O)C1=CC=C(C=C1)CNNC.Cl. Cell line: DU-145. Synergy scores: CSS=31.7, Synergy_ZIP=0.488, Synergy_Bliss=-0.757, Synergy_Loewe=-20.5, Synergy_HSA=-1.78.